From a dataset of CYP2C19 inhibition data for predicting drug metabolism from PubChem BioAssay. Regression/Classification. Given a drug SMILES string, predict its absorption, distribution, metabolism, or excretion properties. Task type varies by dataset: regression for continuous measurements (e.g., permeability, clearance, half-life) or binary classification for categorical outcomes (e.g., BBB penetration, CYP inhibition). Dataset: cyp2c19_veith. (1) The molecule is O=C(Nc1ccc(/C=C/c2nc3ccccc3o2)cc1)c1ccc(F)cc1. The result is 0 (non-inhibitor). (2) The molecule is CN1CCN(c2ccnc(-c3ccoc3)n2)CC1. The result is 0 (non-inhibitor). (3) The compound is CCCNC(=O)OC[C@@H]1O[C@H](CCO/N=C\[C@@H](C)[C@H](OCc2ccccc2)C(C)C)C=C[C@@H]1Oc1ccc(OC)cc1. The result is 1 (inhibitor). (4) The compound is O=c1c(-c2ccc(F)cc2)nc2cnc(N3CCOCC3)nc2n1C1CC1. The result is 0 (non-inhibitor). (5) The drug is Cc1noc(C)c1C(=O)N1CCC[C@@]2(CCN(C(=O)NC(C)C)C2)C1. The result is 0 (non-inhibitor).